This data is from Reaction yield outcomes from USPTO patents with 853,638 reactions. The task is: Predict the reaction yield, written as a fraction of the theoretical maximum amount of product (1.0 means a 100% yield; for example, 0.34 means a 34% yield). (1) The reactants are Br[C:2]1[NH:6][CH:5]=[C:4]([CH:7]=[O:8])[CH:3]=1.[CH3:9][C:10]1[CH:15]=[CH:14][CH:13]=[CH:12][C:11]=1B(O)O.C(=O)([O-])[O-].[Na+].[Na+].COCCOC. The catalyst is O. The product is [CH3:9][C:10]1[CH:15]=[CH:14][CH:13]=[CH:12][C:11]=1[C:2]1[NH:6][CH:5]=[C:4]([CH:7]=[O:8])[CH:3]=1. The yield is 0.680. (2) The reactants are C(=O)([O-])[O-].[K+].[K+].[Cl:7][C:8]1[CH:13]=[CH:12][C:11]([CH2:14][N:15]2[CH2:20][CH2:19][NH:18][CH2:17][CH2:16]2)=[CH:10][CH:9]=1.Cl[CH2:22][C:23]([O:25][CH2:26][CH3:27])=[O:24]. The catalyst is C(#N)C. The product is [Cl:7][C:8]1[CH:9]=[CH:10][C:11]([CH2:14][N:15]2[CH2:16][CH2:17][N:18]([CH2:22][C:23]([O:25][CH2:26][CH3:27])=[O:24])[CH2:19][CH2:20]2)=[CH:12][CH:13]=1. The yield is 0.970. (3) The reactants are [S:1]1[C:5]([CH:6]([NH:10][C:11]2[CH:16]=[CH:15][CH:14]=[CH:13][CH:12]=2)[C:7]([OH:9])=[O:8])=[CH:4][C:3]2[CH:17]=[CH:18][CH:19]=[CH:20][C:2]1=2.[N:21]12[CH2:28][CH2:27][CH:24]([CH2:25][CH2:26]1)[C@@H:23](O)[CH2:22]2.C1C=CC2N(O)N=NC=2C=1.C1CCC(N=C=NC2CCCCC2)CC1. The catalyst is C1COCC1. The product is [S:1]1[C:5]([CH:6]([NH:10][C:11]2[CH:16]=[CH:15][CH:14]=[CH:13][CH:12]=2)[C:7]([O:9][C@@H:23]2[CH:24]3[CH2:27][CH2:28][N:21]([CH2:26][CH2:25]3)[CH2:22]2)=[O:8])=[CH:4][C:3]2[CH:17]=[CH:18][CH:19]=[CH:20][C:2]1=2. The yield is 0.327. (4) The reactants are [CH3:1][C:2]1[NH:3][C:4]2[C:9]([CH:10]=1)=[C:8]([C:11]([F:14])([F:13])[F:12])[C:7]([C:15]#[N:16])=[CH:6][CH:5]=2.[O-]S(C(F)(F)[F:22])(=O)=O.F[N+]1C=CC=CC=1. The catalyst is C(Cl)Cl. The product is [F:22][C:10]1[C:9]2[C:4](=[CH:5][CH:6]=[C:7]([C:15]#[N:16])[C:8]=2[C:11]([F:12])([F:14])[F:13])[NH:3][C:2]=1[CH3:1]. The yield is 0.220. (5) The reactants are [C:1]([C:3]1[CH:8]=[CH:7][C:6]([C:9]2([NH:12][CH2:13][CH2:14][CH3:15])[CH2:11][CH2:10]2)=[CH:5][CH:4]=1)#[CH:2].[CH2:16]([O:18][C:19](=[O:27])[C:20]1[CH:25]=[CH:24][C:23](I)=[CH:22][CH:21]=1)[CH3:17]. The catalyst is C(N(CC)CC)C.[Cu]I.Cl[Pd](Cl)([P](C1C=CC=CC=1)(C1C=CC=CC=1)C1C=CC=CC=1)[P](C1C=CC=CC=1)(C1C=CC=CC=1)C1C=CC=CC=1. The product is [CH2:13]([NH:12][C:9]1([C:6]2[CH:7]=[CH:8][C:3]([C:1]#[C:2][C:23]3[CH:24]=[CH:25][C:20]([C:19]([O:18][CH2:16][CH3:17])=[O:27])=[CH:21][CH:22]=3)=[CH:4][CH:5]=2)[CH2:10][CH2:11]1)[CH2:14][CH3:15]. The yield is 0.610.